Dataset: Reaction yield outcomes from USPTO patents with 853,638 reactions. Task: Predict the reaction yield, written as a fraction of the theoretical maximum amount of product (1.0 means a 100% yield; for example, 0.34 means a 34% yield). (1) The reactants are [CH3:1][CH:2]([CH3:26])[CH2:3][CH:4]([C:17]1[CH:25]=[CH:24][C:20]([C:21]([OH:23])=O)=[CH:19][CH:18]=1)[NH:5][C:6]1[CH:7]=[N:8][C:9]2[C:14]([CH:15]=1)=[CH:13][CH:12]=[C:11]([CH3:16])[CH:10]=2.Cl.[CH3:28][O:29][C:30](=[O:34])[CH2:31][CH2:32][NH2:33].CN(C(ON1N=NC2C=CC=CC1=2)=[N+](C)C)C.F[P-](F)(F)(F)(F)F. The catalyst is C(Cl)Cl.CCOC(C)=O. The product is [CH3:28][O:29][C:30](=[O:34])[CH2:31][CH2:32][NH:33][C:21](=[O:23])[C:20]1[CH:19]=[CH:18][C:17]([CH:4]([NH:5][C:6]2[CH:7]=[N:8][C:9]3[C:14]([CH:15]=2)=[CH:13][CH:12]=[C:11]([CH3:16])[CH:10]=3)[CH2:3][CH:2]([CH3:26])[CH3:1])=[CH:25][CH:24]=1. The yield is 0.900. (2) The reactants are [NH2:1][C:2]1[CH:3]=[CH:4][C:5]([CH3:21])=[C:6]([C:8]2[CH:13]=[CH:12][C:11]([C:14]([NH:16][CH2:17][CH:18]3[CH2:20][CH2:19]3)=[O:15])=[CH:10][CH:9]=2)[CH:7]=1.[N:22]1([C:28]2[N:33]=[C:32]([C:34](O)=[O:35])[CH:31]=[N:30][CH:29]=2)[CH2:27][CH2:26][O:25][CH2:24][CH2:23]1.CN(C(ON1N=NC2C=CC=NC1=2)=[N+](C)C)C.F[P-](F)(F)(F)(F)F.C1C=CC2N(O)N=NC=2C=1.CCN(C(C)C)C(C)C. The catalyst is CN(C=O)C.C(OCC)(=O)C. The product is [CH:18]1([CH2:17][NH:16][C:14]([C:11]2[CH:12]=[CH:13][C:8]([C:6]3[C:5]([CH3:21])=[CH:4][CH:3]=[C:2]([NH:1][C:34]([C:32]4[CH:31]=[N:30][CH:29]=[C:28]([N:22]5[CH2:27][CH2:26][O:25][CH2:24][CH2:23]5)[N:33]=4)=[O:35])[CH:7]=3)=[CH:9][CH:10]=2)=[O:15])[CH2:20][CH2:19]1. The yield is 0.940. (3) The reactants are C([N:8]1[C:16]2[C:15]([O:17][C:18]3[C:25]([CH3:26])=[CH:24][C:21]([C:22]#[N:23])=[CH:20][C:19]=3[CH3:27])=[N:14][C:13]([NH:28][C:29]3[CH:34]=[CH:33][C:32]([C:35]#[N:36])=[CH:31][CH:30]=3)=[N:12][C:11]=2[CH:10]=[CH:9]1)C1C=CC=CC=1.[Al+3].[Cl-].[Cl-].[Cl-]. The catalyst is ClC1C=CC=CC=1Cl. The product is [C:35]([C:32]1[CH:33]=[CH:34][C:29]([NH:28][C:13]2[N:14]=[C:15]([O:17][C:18]3[C:19]([CH3:27])=[CH:20][C:21]([C:22]#[N:23])=[CH:24][C:25]=3[CH3:26])[C:16]3[NH:8][CH:9]=[CH:10][C:11]=3[N:12]=2)=[CH:30][CH:31]=1)#[N:36]. The yield is 0.260. (4) The yield is 0.960. The reactants are [CH3:1][C:2]([N:10]1[CH:14]=[C:13]([C:15]2[CH:20]=[CH:19][N:18]=[C:17]3[N:21]([CH2:24][O:25][CH2:26][CH2:27][Si:28]([CH3:31])([CH3:30])[CH3:29])[CH:22]=[CH:23][C:16]=23)[CH:12]=[N:11]1)([CH3:9])[CH2:3][C:4](OCC)=[O:5].C1COCC1.[H-].C([Al+]CC(C)C)C(C)C. The catalyst is C(Cl)Cl.O. The product is [CH3:9][C:2]([N:10]1[CH:14]=[C:13]([C:15]2[CH:20]=[CH:19][N:18]=[C:17]3[N:21]([CH2:24][O:25][CH2:26][CH2:27][Si:28]([CH3:31])([CH3:29])[CH3:30])[CH:22]=[CH:23][C:16]=23)[CH:12]=[N:11]1)([CH3:1])[CH2:3][CH2:4][OH:5]. (5) The yield is 0.700. The catalyst is CO. The reactants are [CH3:1][C:2]1[CH:7]=[C:6]([CH3:8])[NH:5][C:4](=[O:9])[C:3]=1[CH2:10][NH:11][C:12](=[O:36])[C:13]1[CH:18]=[C:17]([C:19]2[CH:20]=[N:21][C:22]([CH:25]=O)=[CH:23][CH:24]=2)[CH:16]=[C:15]([N:27]([CH3:34])[CH:28]2[CH2:33][CH2:32][O:31][CH2:30][CH2:29]2)[C:14]=1[CH3:35].[NH:37]1[CH2:42][CH2:41][O:40][CH2:39][CH2:38]1.C(O)(=O)C.C([BH3-])#N.[Na+]. The product is [CH3:1][C:2]1[CH:7]=[C:6]([CH3:8])[NH:5][C:4](=[O:9])[C:3]=1[CH2:10][NH:11][C:12](=[O:36])[C:13]1[CH:18]=[C:17]([C:19]2[CH:20]=[N:21][C:22]([CH2:25][N:37]3[CH2:42][CH2:41][O:40][CH2:39][CH2:38]3)=[CH:23][CH:24]=2)[CH:16]=[C:15]([N:27]([CH3:34])[CH:28]2[CH2:29][CH2:30][O:31][CH2:32][CH2:33]2)[C:14]=1[CH3:35]. (6) The reactants are [NH2:1][CH2:2][C:3]1[CH:8]=[CH:7][C:6]([NH:9][CH2:10][C:11]2[CH:16]=[CH:15][CH:14]=[CH:13][CH:12]=2)=[CH:5][CH:4]=1.[NH2:17][C:18]1[N:26]=[C:25]([Cl:27])[CH:24]=[CH:23][C:19]=1[C:20](O)=[O:21].F[P-](F)(F)(F)(F)F.N1(O[P+](N(C)C)(N(C)C)N(C)C)C2C=CC=CC=2N=N1.C(N(CC)CC)C. The catalyst is CN(C)C=O.O.C(OCC)(=O)C. The product is [NH2:17][C:18]1[N:26]=[C:25]([Cl:27])[CH:24]=[CH:23][C:19]=1[C:20]([NH:1][CH2:2][C:3]1[CH:8]=[CH:7][C:6]([NH:9][CH2:10][C:11]2[CH:16]=[CH:15][CH:14]=[CH:13][CH:12]=2)=[CH:5][CH:4]=1)=[O:21]. The yield is 0.490. (7) The reactants are [Cl:1][C:2]1[CH:7]=[C:6]([O:8][CH3:9])[CH:5]=[C:4]([Cl:10])[C:3]=1[C:11]1[N:12]=[C:13]([NH2:16])[S:14][CH:15]=1.Cl.[C:18](Cl)(=[O:25])[C:19]1[CH:24]=[CH:23][N:22]=[CH:21][CH:20]=1. The catalyst is C(Cl)Cl.CN(C1C=CN=CC=1)C. The product is [Cl:10][C:4]1[CH:5]=[C:6]([O:8][CH3:9])[CH:7]=[C:2]([Cl:1])[C:3]=1[C:11]1[N:12]=[C:13]([NH:16][C:18](=[O:25])[C:19]2[CH:24]=[CH:23][N:22]=[CH:21][CH:20]=2)[S:14][CH:15]=1. The yield is 0.370.